Dataset: Forward reaction prediction with 1.9M reactions from USPTO patents (1976-2016). Task: Predict the product of the given reaction. Given the reactants [Li]CCCC.[F:6][C:7]([F:20])([F:19])[C:8]1[CH:9]=[C:10]([CH:12]=[C:13]([C:15]([F:18])([F:17])[F:16])[CH:14]=1)[NH2:11].C[O:22][C:23]([C:25]1([CH2:39][O:40][CH2:41][C:42]2[CH:47]=[CH:46][CH:45]=[CH:44][CH:43]=2)[CH2:29][C:28](=[O:30])[N:27]([C:31]2[C:36]([CH3:37])=[CH:35][CH:34]=[CH:33][C:32]=2[CH3:38])[CH2:26]1)=O.CC(O)=O, predict the reaction product. The product is: [F:6][C:7]([F:19])([F:20])[C:8]1[CH:9]=[C:10]([NH:11][C:23]([C:25]2([CH2:39][O:40][CH2:41][C:42]3[CH:47]=[CH:46][CH:45]=[CH:44][CH:43]=3)[CH2:29][C:28](=[O:30])[N:27]([C:31]3[C:32]([CH3:38])=[CH:33][CH:34]=[CH:35][C:36]=3[CH3:37])[CH2:26]2)=[O:22])[CH:12]=[C:13]([C:15]([F:16])([F:17])[F:18])[CH:14]=1.